Binary classification across 12 toxicity assays. From a dataset of Tox21: 12 toxicity assays (nuclear receptors and stress response pathways). The drug is CC1CCC2CC1C2(C)C. It tested positive (active) for: NR-ER (Estrogen Receptor agonist activity).